Dataset: Full USPTO retrosynthesis dataset with 1.9M reactions from patents (1976-2016). Task: Predict the reactants needed to synthesize the given product. The reactants are: [OH:1][C:2]1[C:7]2[C@@:8]3([OH:45])[C@@:21]([O:25][CH3:26])([C@H:22]([OH:24])[CH2:23][C:6]=2[CH:5]=[C:4]([CH3:46])[C:3]=1[C:47]([O:49][CH3:50])=[O:48])[C:20](=[O:27])[C:19]1[C:10](=[CH:11][C:12]2[C:13](=[O:43])[C:14]([NH:30][C@@H:31]4[C@H:36]([O:37][CH3:38])[C@H:35]([OH:39])[C@@H:34]([O:40][CH3:41])[C@H:33]([CH3:42])[O:32]4)=[CH:15][C:16](=[O:29])[C:17]=2[C:18]=1[OH:28])[C:9]3=[O:44].C(=O)([O-])[O-].[K+].[K+].[CH2:57](Br)[C:58]1[CH:63]=[CH:62][CH:61]=[CH:60][CH:59]=1. Given the product [CH2:57]([O:1][C:2]1[C:7]2[C@@:8]3([OH:45])[C@@:21]([O:25][CH3:26])([C@H:22]([OH:24])[CH2:23][C:6]=2[CH:5]=[C:4]([CH3:46])[C:3]=1[C:47]([O:49][CH3:50])=[O:48])[C:20](=[O:27])[C:19]1[C:10](=[CH:11][C:12]2[C:13](=[O:43])[C:14]([NH:30][C@@H:31]4[C@H:36]([O:37][CH3:38])[C@H:35]([OH:39])[C@@H:34]([O:40][CH3:41])[C@H:33]([CH3:42])[O:32]4)=[CH:15][C:16](=[O:29])[C:17]=2[C:18]=1[OH:28])[C:9]3=[O:44])[C:58]1[CH:63]=[CH:62][CH:61]=[CH:60][CH:59]=1, predict the reactants needed to synthesize it.